Dataset: Forward reaction prediction with 1.9M reactions from USPTO patents (1976-2016). Task: Predict the product of the given reaction. (1) Given the reactants Cl[C:2]1[C:7]([F:8])=[C:6]([Cl:9])[N:5]=[C:4]([C:10]#[C:11][CH:12]2[CH2:14][CH2:13]2)[N:3]=1.[F:15][CH:16]([F:25])[O:17][C:18]1[CH:24]=[CH:23][C:21]([NH2:22])=[CH:20][CH:19]=1, predict the reaction product. The product is: [Cl:9][C:6]1[N:5]=[C:4]([C:10]#[C:11][CH:12]2[CH2:14][CH2:13]2)[N:3]=[C:2]([NH:22][C:21]2[CH:23]=[CH:24][C:18]([O:17][CH:16]([F:15])[F:25])=[CH:19][CH:20]=2)[C:7]=1[F:8]. (2) Given the reactants [C:1]([C:9]1[CH:25]=[CH:24][C:12]([CH2:13][N+:14]23CN4CN(CN(C4)C2)C3)=[CH:11][CH:10]=1)(=[O:8])[C:2]1[CH:7]=[CH:6][CH:5]=[CH:4][CH:3]=1.Cl, predict the reaction product. The product is: [C:1]([C:9]1[CH:10]=[CH:11][C:12]([CH2:13][NH2:14])=[CH:24][CH:25]=1)(=[O:8])[C:2]1[CH:3]=[CH:4][CH:5]=[CH:6][CH:7]=1. (3) Given the reactants C([O:8][C:9]1[CH:14]=[C:13]([O:15][CH2:16][O:17][CH3:18])[CH:12]=[CH:11][C:10]=1[C:19]([C:21]1[CH:26]=[CH:25][C:24]([O:27][CH2:28][C:29]2[N:30]=[C:31]([C:35]3[CH:40]=[CH:39][CH:38]=[CH:37][CH:36]=3)[O:32][C:33]=2[CH3:34])=[CH:23][CH:22]=1)=[O:20])C1C=CC=CC=1, predict the reaction product. The product is: [OH:8][C:9]1[CH:14]=[C:13]([O:15][CH2:16][O:17][CH3:18])[CH:12]=[CH:11][C:10]=1[C:19]([C:21]1[CH:22]=[CH:23][C:24]([O:27][CH2:28][C:29]2[N:30]=[C:31]([C:35]3[CH:36]=[CH:37][CH:38]=[CH:39][CH:40]=3)[O:32][C:33]=2[CH3:34])=[CH:25][CH:26]=1)=[O:20]. (4) The product is: [C:1]([O:5][C:6]([N:8]1[CH2:9][C:10]2[C:15](=[C:14]([CH:54]=[CH:53][C:52]([O:56][CH3:57])=[O:55])[CH:13]=[CH:12][C:11]=2[OH:18])[CH2:16]1)=[O:7])([CH3:4])([CH3:3])[CH3:2]. Given the reactants [C:1]([O:5][C:6]([N:8]1[CH2:16][C:15]2[C:10](=[C:11]([OH:18])[CH:12]=[CH:13][C:14]=2Br)[CH2:9]1)=[O:7])([CH3:4])([CH3:3])[CH3:2].C(#N)CC.C1(C)C=CC=CC=1P(C1C=CC=CC=1C)C1C=CC=CC=1C.C(NC(C)C)(C)C.[C:52]([O:56][CH3:57])(=[O:55])[CH:53]=[CH2:54], predict the reaction product. (5) Given the reactants Cl.[F:2][C:3]1[CH:11]=[C:10]2[C:6]([C:7]([C:21]3[CH:22]=[N:23][N:24]([CH:26]4[CH2:31][CH2:30][NH:29][CH2:28][CH2:27]4)[CH:25]=3)=[CH:8][N:9]2[S:12]([C:15]2[CH:20]=[CH:19][CH:18]=[CH:17][CH:16]=2)(=[O:14])=[O:13])=[CH:5][CH:4]=1.[CH3:32][O:33][C:34](=[O:40])[CH2:35][CH2:36][C:37](O)=[O:38], predict the reaction product. The product is: [F:2][C:3]1[CH:11]=[C:10]2[C:6]([C:7]([C:21]3[CH:22]=[N:23][N:24]([CH:26]4[CH2:31][CH2:30][N:29]([C:37](=[O:38])[CH2:36][CH2:35][C:34]([O:33][CH3:32])=[O:40])[CH2:28][CH2:27]4)[CH:25]=3)=[CH:8][N:9]2[S:12]([C:15]2[CH:16]=[CH:17][CH:18]=[CH:19][CH:20]=2)(=[O:13])=[O:14])=[CH:5][CH:4]=1. (6) Given the reactants [O:1]=[C:2]1[NH:7][N:6]=[C:5]([C:8]2[S:12][C:11]([C:13](OCC)=[O:14])=[N:10][C:9]=2[C:18]2[CH:23]=[CH:22][CH:21]=[CH:20][CH:19]=2)[CH:4]=[CH:3]1.CC(C)([O-])C.[K+].O.C([NH2:33])=O, predict the reaction product. The product is: [O:1]=[C:2]1[NH:7][N:6]=[C:5]([C:8]2[S:12][C:11]([C:13]([NH2:33])=[O:14])=[N:10][C:9]=2[C:18]2[CH:23]=[CH:22][CH:21]=[CH:20][CH:19]=2)[CH:4]=[CH:3]1. (7) Given the reactants Br[C:2]1[CH:10]=[CH:9][C:5]([C:6]([NH2:8])=[O:7])=[C:4]([F:11])[CH:3]=1.[NH2:12][C:13]([CH3:18])([CH3:17])[C:14]([OH:16])=[O:15].C([O-])([O-])=O.[K+].[K+].C(C1CCCCC1=O)(=O)C, predict the reaction product. The product is: [C:6]([C:5]1[CH:9]=[CH:10][C:2]([NH:12][C:13]([CH3:18])([CH3:17])[C:14]([OH:16])=[O:15])=[CH:3][C:4]=1[F:11])(=[O:7])[NH2:8]. (8) The product is: [F:4][C:5]1[CH:10]=[CH:9][C:8]([CH:11]2[CH2:24][NH:3][N:2]=[C:12]2[C:14]2[CH:19]=[CH:18][CH:17]=[C:16]([C:20]([F:23])([F:22])[F:21])[CH:15]=2)=[CH:7][CH:6]=1. Given the reactants O.[NH2:2][NH2:3].[F:4][C:5]1[CH:10]=[CH:9][C:8]([C:11](=[CH2:24])[C:12]([C:14]2[CH:19]=[CH:18][CH:17]=[C:16]([C:20]([F:23])([F:22])[F:21])[CH:15]=2)=O)=[CH:7][CH:6]=1, predict the reaction product. (9) Given the reactants [C:1]1([N:7]2[C:19]3[CH:18]=[CH:17][C:16]([C:20]4[CH:21]=[CH:22][C:23]5[NH:24][C:25]6[C:30]([C:31]=5[CH:32]=4)=[CH:29][CH:28]=[CH:27][CH:26]=6)=[CH:15][C:14]=3[C:13]3[C:8]2=[CH:9][CH:10]=[CH:11][CH:12]=3)[CH:6]=[CH:5][CH:4]=[CH:3][CH:2]=1.Br[C:34]1[CH:35]=[C:36]([C:40]2[N:45]=[C:44]([C:46]3[CH:51]=[CH:50][CH:49]=[CH:48][CH:47]=3)[CH:43]=[C:42]([C:52]3[CH:57]=[CH:56][CH:55]=[CH:54][CH:53]=3)[N:41]=2)[CH:37]=[CH:38][CH:39]=1.CC([O-])(C)C.[Na+].C(P(C(C)(C)C)C(C)(C)C)(C)(C)C, predict the reaction product. The product is: [C:52]1([C:42]2[CH:43]=[C:44]([C:46]3[CH:51]=[CH:50][CH:49]=[CH:48][CH:47]=3)[N:45]=[C:40]([C:36]3[CH:35]=[C:34]([N:24]4[C:23]5[CH:22]=[CH:21][C:20]([C:16]6[CH:17]=[CH:18][C:19]7[N:7]([C:1]8[CH:6]=[CH:5][CH:4]=[CH:3][CH:2]=8)[C:8]8[C:13]([C:14]=7[CH:15]=6)=[CH:12][CH:11]=[CH:10][CH:9]=8)=[CH:32][C:31]=5[C:30]5[C:25]4=[CH:26][CH:27]=[CH:28][CH:29]=5)[CH:39]=[CH:38][CH:37]=3)[N:41]=2)[CH:57]=[CH:56][CH:55]=[CH:54][CH:53]=1.